This data is from Full USPTO retrosynthesis dataset with 1.9M reactions from patents (1976-2016). The task is: Predict the reactants needed to synthesize the given product. (1) Given the product [CH3:11][N:12]([CH3:16])[CH2:13][CH2:14][O:10][C:5]1[CH:6]=[CH:7][CH:8]=[CH:9][C:4]=1[N+:1]([O-:3])=[O:2], predict the reactants needed to synthesize it. The reactants are: [N+:1]([C:4]1[CH:9]=[CH:8][CH:7]=[CH:6][C:5]=1[OH:10])([O-:3])=[O:2].[CH3:11][N:12]([CH3:16])[CH2:13][CH2:14]O.C1C=CC(P(C2C=CC=CC=2)C2C=CC=CC=2)=CC=1.CC(OC(/N=N/C(OC(C)C)=O)=O)C. (2) The reactants are: C([O:4][C:5]1[CH:32]=[CH:31][CH:30]=[CH:29][C:6]=1[C:7]([NH:9][C:10]1[CH:22]=[C:21]([C:23]2[CH:28]=[CH:27][CH:26]=[CH:25][CH:24]=2)[CH:20]=[CH:19][C:11]=1[C:12]([O:14]C(C)(C)C)=[O:13])=[O:8])(=O)C. Given the product [OH:4][C:5]1[CH:32]=[CH:31][CH:30]=[CH:29][C:6]=1[C:7]([NH:9][C:10]1[CH:22]=[C:21]([C:23]2[CH:28]=[CH:27][CH:26]=[CH:25][CH:24]=2)[CH:20]=[CH:19][C:11]=1[C:12]([OH:14])=[O:13])=[O:8], predict the reactants needed to synthesize it. (3) Given the product [CH3:34][O:35][C:36]([C:38]1[CH:43]=[C:42]([C:29]2[CH:30]=[CH:31][C:26](/[CH:25]=[CH:24]/[C:12]3[N:11]([CH2:10][C:7]4[CH:8]=[CH:9][C:4]([C:3]([O:2][CH3:1])=[O:33])=[CH:5][CH:6]=4)[CH:15]=[C:14]([C:16]4[CH:21]=[CH:20][C:19]([Cl:22])=[CH:18][C:17]=4[Cl:23])[N:13]=3)=[CH:27][CH:28]=2)[CH:41]=[CH:40][CH:39]=1)=[O:37], predict the reactants needed to synthesize it. The reactants are: [CH3:1][O:2][C:3](=[O:33])[C:4]1[CH:9]=[CH:8][C:7]([CH2:10][N:11]2[CH:15]=[C:14]([C:16]3[CH:21]=[CH:20][C:19]([Cl:22])=[CH:18][C:17]=3[Cl:23])[N:13]=[C:12]2/[CH:24]=[CH:25]/[C:26]2[CH:31]=[CH:30][C:29](Br)=[CH:28][CH:27]=2)=[CH:6][CH:5]=1.[CH3:34][O:35][C:36]([C:38]1[CH:39]=[C:40](B(O)O)[CH:41]=[CH:42][CH:43]=1)=[O:37]. (4) Given the product [CH3:19][C:2]([CH3:1])([CH3:20])[C:3]([NH:5][C@@H:6]1[CH2:15][C:14]2[CH:13]=[C:12]([C:16]([NH:42][O:41][CH:36]3[CH2:37][CH2:38][CH2:39][CH2:40][O:35]3)=[O:18])[CH:11]=[CH:10][C:9]=2[CH2:8][CH2:7]1)=[O:4], predict the reactants needed to synthesize it. The reactants are: [CH3:1][C:2]([CH3:20])([CH3:19])[C:3]([NH:5][C@@H:6]1[CH2:15][C:14]2[CH:13]=[C:12]([C:16]([OH:18])=O)[CH:11]=[CH:10][C:9]=2[CH2:8][CH2:7]1)=[O:4].CN(C=O)C.C(N(CC)C(C)C)(C)C.[O:35]1[CH2:40][CH2:39][CH2:38][CH2:37][CH:36]1[O:41][NH2:42]. (5) Given the product [O:14]=[C:13]1[N:23]([C:19]2[CH:20]=[CH:21][CH:22]=[C:17]([C:16]([F:15])([F:30])[F:31])[CH:18]=2)[C:24]2[CH2:28][CH2:27][C:26](=[O:29])[C:25]=2[CH:2]([C:3]2[CH:10]=[CH:9][C:6]([C:7]#[N:8])=[CH:5][C:4]=2[F:11])[NH:12]1, predict the reactants needed to synthesize it. The reactants are: Cl[CH:2]([N:12]=[C:13]=[O:14])[C:3]1[CH:10]=[CH:9][C:6]([C:7]#[N:8])=[CH:5][C:4]=1[F:11].[F:15][C:16]([F:31])([F:30])[C:17]1[CH:18]=[C:19]([NH:23][C:24]2[CH2:28][CH2:27][C:26](=[O:29])[CH:25]=2)[CH:20]=[CH:21][CH:22]=1.